Dataset: Tyrosyl-DNA phosphodiesterase HTS with 341,365 compounds. Task: Binary Classification. Given a drug SMILES string, predict its activity (active/inactive) in a high-throughput screening assay against a specified biological target. The drug is Brc1ccc(NC(=O)CN(S(=O)(=O)c2c3nsnc3ccc2)C)cc1. The result is 0 (inactive).